This data is from Forward reaction prediction with 1.9M reactions from USPTO patents (1976-2016). The task is: Predict the product of the given reaction. Given the reactants [NH2:1][C:2]1[CH:7]=[CH:6][C:5]([C@@H:8]2[CH2:10][C@H:9]2[N:11]([CH2:19][CH:20]2[CH2:22][CH2:21]2)[C:12](=[O:18])[O:13][C:14]([CH3:17])([CH3:16])[CH3:15])=[CH:4][CH:3]=1.[NH:23]1[CH:27]=[C:26]([C:28](O)=[O:29])[CH:25]=[N:24]1.Cl.C(N=C=NCCCN(C)C)C.ON1C2C=CC=CC=2N=N1.C(N(C(C)C)CC)(C)C.C(=O)([O-])O.[Na+], predict the reaction product. The product is: [CH:20]1([CH2:19][N:11]([C@@H:9]2[CH2:10][C@H:8]2[C:5]2[CH:6]=[CH:7][C:2]([NH:1][C:28]([C:26]3[CH:27]=[N:23][NH:24][CH:25]=3)=[O:29])=[CH:3][CH:4]=2)[C:12](=[O:18])[O:13][C:14]([CH3:17])([CH3:16])[CH3:15])[CH2:22][CH2:21]1.